Dataset: Reaction yield outcomes from USPTO patents with 853,638 reactions. Task: Predict the reaction yield, written as a fraction of the theoretical maximum amount of product (1.0 means a 100% yield; for example, 0.34 means a 34% yield). (1) The reactants are [CH3:1][C:2]1([CH3:15])[CH2:6][N:5]([C:7]2[CH:8]=[N:9][CH:10]=[CH:11][C:12]=2[CH3:13])[C:4](=[O:14])[NH:3]1.I[C:17]1[CH:25]=[CH:24][C:20]2[N:21]=[CH:22][S:23][C:19]=2[CH:18]=1.N[C@@H]1CCCC[C@H]1N.P([O-])([O-])([O-])=O.[K+].[K+].[K+]. The catalyst is [Cu](I)I.O1CCOCC1. The product is [S:23]1[C:19]2[CH:18]=[C:17]([N:3]3[C:2]([CH3:15])([CH3:1])[CH2:6][N:5]([C:7]4[CH:8]=[N:9][CH:10]=[CH:11][C:12]=4[CH3:13])[C:4]3=[O:14])[CH:25]=[CH:24][C:20]=2[N:21]=[CH:22]1. The yield is 0.121. (2) The reactants are [CH3:1][O:2][C:3](=[O:12])[C:4]1[CH:9]=[CH:8][CH:7]=[C:6]([NH2:10])[C:5]=1[NH2:11].C(N(C(C)C)CC)(C)C.[C:22]([O:25][CH2:26][C:27](Cl)=O)(=[O:24])[CH3:23]. The catalyst is ClCCl. The product is [CH3:1][O:2][C:3]([C:4]1[C:5]2[N:11]=[C:27]([CH2:26][O:25][C:22](=[O:24])[CH3:23])[NH:10][C:6]=2[CH:7]=[CH:8][CH:9]=1)=[O:12]. The yield is 0.720. (3) The reactants are [CH2:1]([O:3][C:4]([C:6]12[CH2:13][CH2:12][C:9]([NH:14][CH2:15][C:16]([N:18]3[CH2:22][C@@H:21]([F:23])[CH2:20][C@H:19]3[C:24]([NH2:26])=[O:25])=[O:17])([CH2:10][CH2:11]1)[CH2:8][CH2:7]2)=[O:5])[CH3:2].O.[C:28]1([CH3:38])[CH:33]=[CH:32][C:31]([S:34]([OH:37])(=[O:36])=[O:35])=[CH:30][CH:29]=1. The catalyst is CC(O)C. The product is [C:28]1([CH3:38])[CH:29]=[CH:30][C:31]([S:34]([OH:37])(=[O:35])=[O:36])=[CH:32][CH:33]=1.[CH2:1]([O:3][C:4]([C:6]12[CH2:13][CH2:12][C:9]([NH:14][CH2:15][C:16]([N:18]3[CH2:22][C@@H:21]([F:23])[CH2:20][C@H:19]3[C:24]([NH2:26])=[O:25])=[O:17])([CH2:10][CH2:11]1)[CH2:8][CH2:7]2)=[O:5])[CH3:2]. The yield is 0.880. (4) The reactants are [CH2:1]([N:8]1[CH2:13][CH2:12][O:11][CH:10]([C:14]#N)[CH2:9]1)[C:2]1[CH:7]=[CH:6][CH:5]=[CH:4][CH:3]=1.[F:16][C:17]1[CH:18]=[C:19]([Mg]Br)[CH:20]=[CH:21][CH:22]=1.C([O:27]CC)C. No catalyst specified. The product is [CH2:1]([N:8]1[CH2:13][CH2:12][O:11][CH:10]([C:14]([C:21]2[CH:20]=[CH:19][CH:18]=[C:17]([F:16])[CH:22]=2)=[O:27])[CH2:9]1)[C:2]1[CH:7]=[CH:6][CH:5]=[CH:4][CH:3]=1. The yield is 1.00. (5) The reactants are [Br:1][C:2]1[C:3]([CH:9]([F:11])[F:10])=[N:4][CH:5]=[C:6]([Br:8])[CH:7]=1.C([O-])([O-])=O.[K+].[K+].[C:18]1([CH2:24][SH:25])[CH:23]=[CH:22][CH:21]=[CH:20][CH:19]=1. The catalyst is CN(C=O)C.CCOC(C)=O. The product is [CH2:24]([S:25][C:6]1[CH:7]=[C:2]([Br:1])[C:3]([CH:9]([F:11])[F:10])=[N:4][CH:5]=1)[C:18]1[CH:23]=[CH:22][CH:21]=[CH:20][CH:19]=1.[CH2:24]([S:25][C:2]1[C:3]([CH:9]([F:11])[F:10])=[N:4][CH:5]=[C:6]([Br:8])[CH:7]=1)[C:18]1[CH:23]=[CH:22][CH:21]=[CH:20][CH:19]=1. The yield is 0.203. (6) The reactants are [S:1]1[C:5]2[CH:6]=[CH:7][CH:8]=[CH:9][C:4]=2[C:3]([C:10]2[CH:11]=[C:12]([CH:27]=[CH:28][CH:29]=2)[CH2:13][O:14][C:15]2[CH:20]=[CH:19][C:18]([CH2:21][CH2:22][C:23]([O:25]C)=[O:24])=[CH:17][CH:16]=2)=[CH:2]1.[OH-].[K+]. The catalyst is O1CCCC1.C(O)C.C(OCC)(=O)C. The product is [S:1]1[C:5]2[CH:6]=[CH:7][CH:8]=[CH:9][C:4]=2[C:3]([C:10]2[CH:11]=[C:12]([CH:27]=[CH:28][CH:29]=2)[CH2:13][O:14][C:15]2[CH:20]=[CH:19][C:18]([CH2:21][CH2:22][C:23]([OH:25])=[O:24])=[CH:17][CH:16]=2)=[CH:2]1. The yield is 0.910. (7) The reactants are [CH:1]1[C:6]2[C:7]3[CH:13]=[CH:12][CH:11]=[CH:10][C:8]=3[O:9][C:5]=2[CH:4]=[C:3]([C:14]([O:16]C)=[O:15])[N:2]=1.[OH-].[Na+]. The catalyst is CO.O. The product is [CH:1]1[C:6]2[C:7]3[CH:13]=[CH:12][CH:11]=[CH:10][C:8]=3[O:9][C:5]=2[CH:4]=[C:3]([C:14]([OH:16])=[O:15])[N:2]=1. The yield is 0.970.